From a dataset of Catalyst prediction with 721,799 reactions and 888 catalyst types from USPTO. Predict which catalyst facilitates the given reaction. (1) Reactant: [CH3:1][O:2][C:3]1[CH:4]=[C:5]([OH:12])[CH:6]=[CH:7][C:8]=1[N+:9]([O-:11])=[O:10].C([O-])([O-])=O.[K+].[K+].Cl[CH2:20][CH2:21][S:22][CH3:23]. Product: [CH3:1][O:2][C:3]1[CH:4]=[C:5]([O:12][CH2:20][CH2:21][S:22][CH3:23])[CH:6]=[CH:7][C:8]=1[N+:9]([O-:11])=[O:10]. The catalyst class is: 18. (2) Reactant: [NH2:1][C@@H:2]1[C:16](=[O:17])[N:15]2[CH2:18][C@H:19]([O:21][C:22]3[N:23]=[C:24]4[C:29](=[C:30]5[C:35]=3[CH:34]=[CH:33][CH:32]=[CH:31]5)[CH:28]=[CH:27][CH:26]=[CH:25]4)[CH2:20][C@H:14]2[C:13](=[O:36])[NH:12][C@:11]2([C:38]([NH:40][S:41]([CH:44]3[CH2:46][CH2:45]3)(=[O:43])=[O:42])=[O:39])[CH2:37][C@H:10]2[CH2:9][C:8]([F:48])([F:47])[CH2:7][CH2:6][CH2:5][CH2:4][CH2:3]1.Cl.[CH3:50][N:51]1[C:55]([CH3:56])=[CH:54][C:53]([C:57](O)=[O:58])=[N:52]1.CN(C(ON1N=NC2C=CC=NC1=2)=[N+](C)C)C.F[P-](F)(F)(F)(F)F.C(N(C(C)C)C(C)C)C. Product: [CH:44]1([S:41]([NH:40][C:38]([C@@:11]23[CH2:37][C@H:10]2[CH2:9][C:8]([F:47])([F:48])[CH2:7][CH2:6][CH2:5][CH2:4][CH2:3][C@H:2]([NH:1][C:57]([C:53]2[CH:54]=[C:55]([CH3:56])[N:51]([CH3:50])[N:52]=2)=[O:58])[C:16](=[O:17])[N:15]2[CH2:18][C@H:19]([O:21][C:22]4[N:23]=[C:24]5[C:29](=[C:30]6[C:35]=4[CH:34]=[CH:33][CH:32]=[CH:31]6)[CH:28]=[CH:27][CH:26]=[CH:25]5)[CH2:20][C@H:14]2[C:13](=[O:36])[NH:12]3)=[O:39])(=[O:43])=[O:42])[CH2:46][CH2:45]1. The catalyst class is: 4.